From a dataset of Full USPTO retrosynthesis dataset with 1.9M reactions from patents (1976-2016). Predict the reactants needed to synthesize the given product. (1) The reactants are: [C:1]([O:5][C:6]([N:8]1[CH2:14][CH2:13][CH2:12][C:11]2[CH:15]=[CH:16][C:17]([C:19]([OH:21])=[O:20])=[CH:18][C:10]=2[CH2:9]1)=[O:7])([CH3:4])([CH3:3])[CH3:2].[N:22]1[CH:27]=[CH:26][C:25]([N:28]2[CH2:33][CH2:32][CH:31]([CH2:34]O)[CH2:30][CH2:29]2)=[CH:24][CH:23]=1. Given the product [CH2:9]1[C:10]2[CH:18]=[C:17]([C:19]([O:21][CH2:34][CH:31]3[CH2:30][CH2:29][N:28]([C:25]4[CH:24]=[CH:23][N:22]=[CH:27][CH:26]=4)[CH2:33][CH2:32]3)=[O:20])[CH:16]=[CH:15][C:11]=2[CH2:12][CH2:13][CH2:14][N:8]1[C:6]([O:5][C:1]([CH3:4])([CH3:2])[CH3:3])=[O:7], predict the reactants needed to synthesize it. (2) The reactants are: [Cl:1][C:2]1[C:3]([O:8][CH:9]2[CH2:14][CH2:13][O:12][CH2:11][CH2:10]2)=[N:4][CH:5]=[CH:6][CH:7]=1.B1(B2OC(C)(C)C(C)(C)O2)OC(C)(C)C(C)(C)[O:16]1.C(OO)(=O)C.S([O-])([O-])(=O)=S.[Na+].[Na+]. Given the product [Cl:1][C:2]1[CH:7]=[C:6]([OH:16])[CH:5]=[N:4][C:3]=1[O:8][CH:9]1[CH2:14][CH2:13][O:12][CH2:11][CH2:10]1, predict the reactants needed to synthesize it. (3) Given the product [CH2:39]([O:38][C:42](=[O:15])[CH2:41][C:5]([C:4]1[CH:8]=[CH:9][CH:10]=[C:2]([C:1]([O:12][CH3:13])=[O:11])[CH:3]=1)=[O:7])[CH3:40], predict the reactants needed to synthesize it. The reactants are: [C:1]([O:12][CH3:13])(=[O:11])[C:2]1[CH:10]=[CH:9][CH:8]=[C:4]([C:5]([O-:7])=O)[CH:3]=1.C(N1C=CN=C1)(N1C=CN=C1)=[O:15].[K].[Cl-].[Mg+2].[Cl-].C(N(CC)CC)C.Cl.[O:38]1[CH2:42][CH2:41][CH2:40][CH2:39]1. (4) Given the product [N:42]1([CH2:41][CH2:40][CH2:39][O:26][C:25](=[O:27])[C@@H:24]([NH:23][C:21]([C:17]2[C:16]([CH3:37])=[N:15][C:14]([NH:13][CH2:12][CH2:11][CH2:10][C:5]3[CH:6]=[CH:7][CH:8]=[C:9]4[C:4]=3[CH:3]=[N:2][NH:1]4)=[N:19][C:18]=2[CH3:20])=[O:22])[CH2:28][NH:29][C:30]([C:32]2[S:33][CH:34]=[CH:35][CH:36]=2)=[O:31])[CH2:47][CH2:46][O:45][CH2:44][CH2:43]1, predict the reactants needed to synthesize it. The reactants are: [NH:1]1[C:9]2[C:4](=[C:5]([CH2:10][CH2:11][CH2:12][NH:13][C:14]3[N:19]=[C:18]([CH3:20])[C:17]([C:21]([NH:23][C@@H:24]([CH2:28][NH:29][C:30]([C:32]4[S:33][CH:34]=[CH:35][CH:36]=4)=[O:31])[C:25]([OH:27])=[O:26])=[O:22])=[C:16]([CH3:37])[N:15]=3)[CH:6]=[CH:7][CH:8]=2)[CH:3]=[N:2]1.Cl[CH2:39][CH2:40][CH2:41][N:42]1[CH2:47][CH2:46][O:45][CH2:44][CH2:43]1.[I-].[Na+].C(N(CC)CC)C. (5) Given the product [NH2:13][C:14]1[C:15]2[C:37]([C:39]3[N:6]=[N:7][N:8]([CH2:2][CH:3]4[CH2:5][CH2:4]4)[CH:40]=3)([CH3:38])[C:36](=[O:41])[NH:35][C:16]=2[N:17]=[C:18]([C:20]2[C:28]3[C:23](=[N:24][CH:25]=[CH:26][CH:27]=3)[N:22]([CH2:29][CH2:30][C:31]([F:33])([F:32])[F:34])[N:21]=2)[N:19]=1, predict the reactants needed to synthesize it. The reactants are: Br[CH2:2][CH:3]1[CH2:5][CH2:4]1.[N-:6]=[N+:7]=[N-:8].[Na+].[N-]=[N+]=[N-].[NH2:13][C:14]1[C:15]2[C:37]([C:39]#[CH:40])([CH3:38])[C:36](=[O:41])[NH:35][C:16]=2[N:17]=[C:18]([C:20]2[C:28]3[C:23](=[N:24][CH:25]=[CH:26][CH:27]=3)[N:22]([CH2:29][CH2:30][C:31]([F:34])([F:33])[F:32])[N:21]=2)[N:19]=1.O=C1O[C@H]([C@H](CO)O)C([O-])=C1O.[Na+]. (6) Given the product [ClH:1].[Cl:1][C:2]1[CH:7]=[CH:6][C:5]([F:8])=[CH:4][C:3]=1[C:9]1[CH2:14][CH2:13][NH:12][CH2:11][CH:10]=1, predict the reactants needed to synthesize it. The reactants are: [Cl:1][C:2]1[CH:7]=[CH:6][C:5]([F:8])=[CH:4][C:3]=1[C:9]1[CH2:14][CH2:13][N:12](C(OC(C)(C)C)=O)[CH2:11][CH:10]=1.Cl. (7) The reactants are: [CH2:1]([Li])[CH2:2][CH2:3][CH3:4]. Given the product [CH2:4]=[C:3]1[C:4]2([CH2:4][CH2:3][CH2:2][CH2:1]2)[CH:3]2[CH2:1][CH:2]1[CH2:1][CH2:2]2, predict the reactants needed to synthesize it. (8) Given the product [N:1]1([CH2:10][C:11]2[N:15]3[CH2:16][CH2:17][O:18][C:19]4[CH:24]=[CH:23][C:22]([C:67]#[C:66][C:64]([OH:68])([CH3:65])[CH3:63])=[CH:21][C:20]=4[C:14]3=[N:13][C:12]=2[C:26]([NH2:28])=[O:27])[C:9]2[C:4](=[CH:5][CH:6]=[CH:7][CH:8]=2)[CH:3]=[N:2]1, predict the reactants needed to synthesize it. The reactants are: [N:1]1([CH2:10][C:11]2[N:15]3[CH2:16][CH2:17][O:18][C:19]4[CH:24]=[CH:23][C:22](Br)=[CH:21][C:20]=4[C:14]3=[N:13][C:12]=2[C:26]([NH2:28])=[O:27])[C:9]2[C:4](=[CH:5][CH:6]=[CH:7][CH:8]=2)[CH:3]=[N:2]1.BrC1C=CC2OCCN3C(CN4C=CN=C4C)=C(C(N)=O)N=C3C=2C=1.N1C2C(=CC=CC=2)C=N1.[CH3:63][C:64]([OH:68])([C:66]#[CH:67])[CH3:65]. (9) Given the product [Cl:28][C:23]1[CH:22]=[C:21]([NH:20][C:11]2[C:10]3[C:15](=[CH:16][C:17]([O:18][CH3:19])=[C:8]([NH:7][C:5](=[O:6])/[CH:4]=[CH:3]/[CH2:2][N:33]4[CH2:34][CH2:35][CH:36]5[O:29][CH2:30][CH2:31][CH:32]45)[CH:9]=3)[N:14]=[CH:13][N:12]=2)[CH:26]=[CH:25][C:24]=1[F:27], predict the reactants needed to synthesize it. The reactants are: Br[CH2:2]/[CH:3]=[CH:4]/[C:5]([NH:7][C:8]1[CH:9]=[C:10]2[C:15](=[CH:16][C:17]=1[O:18][CH3:19])[N:14]=[CH:13][N:12]=[C:11]2[NH:20][C:21]1[CH:26]=[CH:25][C:24]([F:27])=[C:23]([Cl:28])[CH:22]=1)=[O:6].[O:29]1[CH:36]2[CH:32]([NH:33][CH2:34][CH2:35]2)[CH2:31][CH2:30]1.CCN(C(C)C)C(C)C.O. (10) Given the product [CH3:31][NH:32][C:16]([C:15]1[N:14]=[CH:13][N:12]2[C:6]3[CH:5]=[CH:4][C:3]([O:2][CH3:1])=[CH:23][C:7]=3[C:8](=[O:22])[N:9]3[CH2:21][CH2:20][CH2:19][C@H:10]3[C:11]=12)=[O:17], predict the reactants needed to synthesize it. The reactants are: [CH3:1][O:2][C:3]1[CH:4]=[CH:5][C:6]2[N:12]3[CH:13]=[N:14][C:15]([C:16](O)=[O:17])=[C:11]3[C@@H:10]3[CH2:19][CH2:20][CH2:21][N:9]3[C:8](=[O:22])[C:7]=2[CH:23]=1.S(Cl)(Cl)=O.CN.C[CH2:31][N:32](CC)CC.